This data is from Full USPTO retrosynthesis dataset with 1.9M reactions from patents (1976-2016). The task is: Predict the reactants needed to synthesize the given product. (1) Given the product [P:1]([O:5][CH2:6][C@@H:7]([OH:10])[C@@H:8]([OH:9])[C@@H:12]([OH:19])[CH:13]=[O:14])([OH:4])([OH:3])=[O:2], predict the reactants needed to synthesize it. The reactants are: [P:1]([O:5][CH2:6][CH:7]([OH:10])[CH:8]=[O:9])([OH:4])([OH:3])=[O:2].C(O)[CH:12]([OH:19])[CH2:13][O:14]P(O)(O)=O.C1N=C(N)C2N=CN([C@@H]3O[C@H](COP(OP(OC[C@H]4O[C@@H](N5C=C(C(N)=O)CC=C5)[C@H](O)[C@@H]4O)(O)=O)(O)=O)[C@@H](O)[C@H]3O)C=2N=1. (2) Given the product [NH2:1][C:2]1[CH:3]=[C:4]([CH:8]=[CH:9][C:10]=1[O:11][CH:12]([F:14])[F:13])[C:5]([NH:26][C:24]1[S:25][C:21]([C:15]2[CH:20]=[CH:19][CH:18]=[CH:17][CH:16]=2)=[N:22][N:23]=1)=[O:7], predict the reactants needed to synthesize it. The reactants are: [NH2:1][C:2]1[CH:3]=[C:4]([CH:8]=[CH:9][C:10]=1[O:11][CH:12]([F:14])[F:13])[C:5]([OH:7])=O.[C:15]1([C:21]2[S:25][C:24]([NH2:26])=[N:23][N:22]=2)[CH:20]=[CH:19][CH:18]=[CH:17][CH:16]=1. (3) Given the product [Cl:38][C:39]1[CH:44]=[CH:43][C:42]([CH:45]2[C:51]3[CH:52]=[C:53]([C:55]4[CH:60]=[CH:59][N:58]=[CH:57][CH:56]=4)[S:54][C:50]=3[C:49]3[NH:21][N:63]=[CH:62][C:48]=3[CH2:47][CH2:46]2)=[CH:41][CH:40]=1, predict the reactants needed to synthesize it. The reactants are: ClC1C=CC(C2C3C=C(C4C=C[N:21]=CC=4)SC=3C(=O)CCC2)=CC=1.COC(OC)N(C)C.O1CCCC1.[Cl:38][C:39]1[CH:44]=[CH:43][C:42]([CH:45]2[C:51]3[CH:52]=[C:53]([C:55]4[CH:60]=[CH:59][N:58]=[CH:57][CH:56]=4)[S:54][C:50]=3[C:49](=O)/[C:48](=[CH:62]/[N:63](C)C)/[CH2:47][CH2:46]2)=[CH:41][CH:40]=1.C(O)(=O)C.O.NN. (4) Given the product [CH2:1]([O:3][C:4](=[O:15])[C:5]1[CH:10]=[CH:9][C:8]([NH:24][C@@H:25]2[CH2:30][CH2:29][CH2:28][CH2:27][C@H:26]2[OH:31])=[C:7]([N+:12]([O-:14])=[O:13])[CH:6]=1)[CH3:2], predict the reactants needed to synthesize it. The reactants are: [CH2:1]([O:3][C:4](=[O:15])[C:5]1[CH:10]=[CH:9][C:8](Cl)=[C:7]([N+:12]([O-:14])=[O:13])[CH:6]=1)[CH3:2].C(N(CC)CC)C.Cl.[NH2:24][C@@H:25]1[CH2:30][CH2:29][CH2:28][CH2:27][C@H:26]1[OH:31].CO. (5) Given the product [NH2:19][C:16]1[CH:17]=[CH:18][C:13]([CH2:12][CH2:11][C:9]2[N:10]=[C:6]([NH:5][C:3](=[O:4])[CH:2]([CH3:1])[CH3:22])[S:7][CH:8]=2)=[CH:14][CH:15]=1, predict the reactants needed to synthesize it. The reactants are: [CH3:1][CH:2]([CH3:22])[C:3]([NH:5][C:6]1[S:7][CH:8]=[C:9](/[CH:11]=[CH:12]/[C:13]2[CH:18]=[CH:17][C:16]([N+:19]([O-])=O)=[CH:15][CH:14]=2)[N:10]=1)=[O:4].C(O)(=O)C.CO. (6) Given the product [Br:18][CH:9]([CH2:8][CH:5]1[CH2:6][CH2:7][C:2]([F:17])([F:1])[CH2:3][CH2:4]1)[C:10](=[O:16])[C:11]([O:13][CH2:14][CH3:15])=[O:12], predict the reactants needed to synthesize it. The reactants are: [F:1][C:2]1([F:17])[CH2:7][CH2:6][CH:5]([CH2:8][CH2:9][C:10](=[O:16])[C:11]([O:13][CH2:14][CH3:15])=[O:12])[CH2:4][CH2:3]1.[Br-:18].[Br-].[Br-].C([N+](CCCC)(CCCC)CCCC)CCC.C([N+](CCCC)(CCCC)CCCC)CCC.C([N+](CCCC)(CCCC)CCCC)CCC.C(=O)([O-])O.[Na+].